Dataset: Catalyst prediction with 721,799 reactions and 888 catalyst types from USPTO. Task: Predict which catalyst facilitates the given reaction. (1) Reactant: [NH:1]1[CH:5]=[N:4][CH:3]=[N:2]1.[H-].[Na+].Br[CH2:9][C:10]1[CH:15]=[CH:14][N:13]2[C:16]([C:19]3[CH:20]=[CH:21][C:22]([F:33])=[C:23]([C:25]4[C:26]([C:31]#[N:32])=[CH:27][CH:28]=[CH:29][CH:30]=4)[CH:24]=3)=[CH:17][N:18]=[C:12]2[N:11]=1. Product: [F:33][C:22]1[CH:21]=[CH:20][C:19]([C:16]2[N:13]3[CH:14]=[CH:15][C:10]([CH2:9][N:1]4[CH:5]=[N:4][CH:3]=[N:2]4)=[N:11][C:12]3=[N:18][CH:17]=2)=[CH:24][C:23]=1[C:25]1[C:26]([C:31]#[N:32])=[CH:27][CH:28]=[CH:29][CH:30]=1. The catalyst class is: 9. (2) Reactant: [Cl:1][C:2]1[N:3]=[CH:4][C:5]2[NH:11][C:10](=[O:12])[C:9]([F:14])([F:13])[CH2:8][N:7]([CH:15]3[CH2:19][CH2:18][CH2:17][CH2:16]3)[C:6]=2[N:20]=1.[C:21](=O)([O-])[O-].[Cs+].[Cs+].IC. Product: [Cl:1][C:2]1[N:3]=[CH:4][C:5]2[N:11]([CH3:21])[C:10](=[O:12])[C:9]([F:14])([F:13])[CH2:8][N:7]([CH:15]3[CH2:19][CH2:18][CH2:17][CH2:16]3)[C:6]=2[N:20]=1. The catalyst class is: 9. (3) Reactant: FC(F)(F)C([NH:5][CH2:6][CH2:7][CH:8]([OH:24])[C:9]1[CH:14]=[CH:13][CH:12]=[C:11]([C:15]#[C:16][C:17]2([OH:23])[CH2:22][CH2:21][CH2:20][CH2:19][CH2:18]2)[CH:10]=1)=O. Product: [NH2:5][CH2:6][CH2:7][CH:8]([C:9]1[CH:10]=[C:11]([C:15]#[C:16][C:17]2([OH:23])[CH2:22][CH2:21][CH2:20][CH2:19][CH2:18]2)[CH:12]=[CH:13][CH:14]=1)[OH:24]. The catalyst class is: 24. (4) Reactant: C(=O)([O-])[O-].[Cs+].[Cs+].Br[C:8]1[CH:13]=[CH:12][C:11]([CH3:14])=[C:10]([F:15])[CH:9]=1.[CH3:16][O:17][C:18]1[CH:19]=[C:20](B(O)O)[CH:21]=[CH:22][CH:23]=1. Product: [F:15][C:10]1[CH:9]=[C:8]([C:22]2[CH:21]=[CH:20][CH:19]=[C:18]([O:17][CH3:16])[CH:23]=2)[CH:13]=[CH:12][C:11]=1[CH3:14]. The catalyst class is: 93. (5) Reactant: [CH:1]([C:4]1[N:8]=[C:7]([CH:9]2[CH2:14][CH2:13][N:12]([C:15]3[C:16]4[S:23][CH:22]=[C:21]([C:24]5[CH:29]=[CH:28][C:27]([NH2:30])=[CH:26][CH:25]=5)[C:17]=4[N:18]=[CH:19][N:20]=3)[CH2:11][CH2:10]2)[O:6][N:5]=1)([CH3:3])[CH3:2].[CH2:31](OC(OCC)OCC)C.[N-:41]=[N+:42]=[N-:43].[Na+]. Product: [N:30]1([C:27]2[CH:26]=[CH:25][C:24]([C:21]3[C:17]4[N:18]=[CH:19][N:20]=[C:15]([N:12]5[CH2:11][CH2:10][CH:9]([C:7]6[O:6][N:5]=[C:4]([CH:1]([CH3:3])[CH3:2])[N:8]=6)[CH2:14][CH2:13]5)[C:16]=4[S:23][CH:22]=3)=[CH:29][CH:28]=2)[CH:31]=[N:43][N:42]=[N:41]1. The catalyst class is: 15. (6) Reactant: [Cl:1][C:2]1[N:10]=[CH:9][CH:8]=[C:7]([Cl:11])[C:3]=1[C:4]([OH:6])=[O:5].[CH2:12](Br)[C:13]1[CH:18]=[CH:17][CH:16]=[CH:15][CH:14]=1.C([O-])([O-])=O.[K+].[K+].O. Product: [Cl:1][C:2]1[N:10]=[CH:9][CH:8]=[C:7]([Cl:11])[C:3]=1[C:4]([O:6][CH2:12][C:13]1[CH:18]=[CH:17][CH:16]=[CH:15][CH:14]=1)=[O:5]. The catalyst class is: 3. (7) Reactant: [N+:1]([O-:4])([O-])=[O:2].[K+].[Cl:6][C:7]1[C:14]([Cl:15])=[CH:13][CH:12]=[CH:11][C:8]=1[CH:9]=[O:10]. Product: [Cl:6][C:7]1[C:14]([Cl:15])=[CH:13][CH:12]=[C:11]([N+:1]([O-:4])=[O:2])[C:8]=1[CH:9]=[O:10]. The catalyst class is: 65. (8) Reactant: [CH3:1][O:2][C:3](=[O:33])[C:4]1[CH:9]=[CH:8][C:7]([CH2:10][N:11]([C:16](=[O:32])[C:17]2[CH:22]=[CH:21][C:20]([Cl:23])=[CH:19][C:18]=2[C:24](=O)[C:25]2[CH:30]=[CH:29][CH:28]=[CH:27][CH:26]=2)[CH2:12][C:13](=[O:15])[CH3:14])=[CH:6][CH:5]=1.CO.N12CCCN=C1CCCCC2. Product: [CH3:1][O:2][C:3](=[O:33])[C:4]1[CH:5]=[CH:6][C:7]([CH2:10][N:11]2[C:12]([C:13](=[O:15])[CH3:14])=[C:24]([C:25]3[CH:30]=[CH:29][CH:28]=[CH:27][CH:26]=3)[C:18]3[C:17](=[CH:22][CH:21]=[C:20]([Cl:23])[CH:19]=3)[C:16]2=[O:32])=[CH:8][CH:9]=1. The catalyst class is: 1.